This data is from Catalyst prediction with 721,799 reactions and 888 catalyst types from USPTO. The task is: Predict which catalyst facilitates the given reaction. (1) Reactant: CO[C:3](=O)[N:4]([C@H:14]1[CH2:19][CH2:18][C@H:17]([C:20]2[CH:25]=[CH:24][C:23]([OH:26])=[CH:22][CH:21]=2)[CH2:16][CH2:15]1)[CH2:5][CH2:6][CH2:7][C:8]1[CH:13]=[CH:12][CH:11]=[CH:10][CH:9]=1.[H-].[H-].[H-].[H-].[Li+].[Al+3]. Product: [CH3:3][N:4]([CH2:5][CH2:6][CH2:7][C:8]1[CH:13]=[CH:12][CH:11]=[CH:10][CH:9]=1)[C@H:14]1[CH2:19][CH2:18][C@H:17]([C:20]2[CH:21]=[CH:22][C:23]([OH:26])=[CH:24][CH:25]=2)[CH2:16][CH2:15]1. The catalyst class is: 1. (2) Reactant: [NH2:1][C:2]1[CH:7]=[C:6]([O:8][C:9]2[CH:14]=[CH:13][C:12]([NH:15][C:16]([NH:18][C:19](=[O:35])[CH2:20][C:21]3[CH:26]=[CH:25][CH:24]=[C:23]([O:27]CC4C=CC=CC=4)[CH:22]=3)=[O:17])=[CH:11][C:10]=2[F:36])[CH:5]=[CH:4][N:3]=1. Product: [NH2:1][C:2]1[CH:7]=[C:6]([O:8][C:9]2[CH:14]=[CH:13][C:12]([NH:15][C:16]([NH:18][C:19](=[O:35])[CH2:20][C:21]3[CH:26]=[CH:25][CH:24]=[C:23]([OH:27])[CH:22]=3)=[O:17])=[CH:11][C:10]=2[F:36])[CH:5]=[CH:4][N:3]=1. The catalyst class is: 582. (3) The catalyst class is: 21. Reactant: [CH3:1][O:2][C:3](=[O:12])[C:4]1[CH:9]=[CH:8][C:7]([OH:10])=[C:6]([Cl:11])[CH:5]=1.[Na+].[I-].C([O-])([O-])=O.[K+].[K+].Br[CH2:22][CH:23]1[CH2:25][CH2:24]1. Product: [CH3:1][O:2][C:3](=[O:12])[C:4]1[CH:9]=[CH:8][C:7]([O:10][CH2:22][CH:23]2[CH2:25][CH2:24]2)=[C:6]([Cl:11])[CH:5]=1.